Dataset: Full USPTO retrosynthesis dataset with 1.9M reactions from patents (1976-2016). Task: Predict the reactants needed to synthesize the given product. (1) Given the product [C:4]([O:3][C:1]([N:8]1[CH2:13][CH2:12][CH:11]([NH:15][C:16]2[CH:21]=[CH:20][CH:19]=[CH:18][N:17]=2)[CH2:10][CH2:9]1)=[O:2])([CH3:7])([CH3:6])[CH3:5], predict the reactants needed to synthesize it. The reactants are: [C:1]([N:8]1[CH2:13][CH2:12][C:11](=O)[CH2:10][CH2:9]1)([O:3][C:4]([CH3:7])([CH3:6])[CH3:5])=[O:2].[NH2:15][C:16]1[CH:21]=[CH:20][CH:19]=[CH:18][N:17]=1.C(O[BH-](OC(=O)C)OC(=O)C)(=O)C.[Na+].C(O)(=O)C. (2) Given the product [Cl:1][C:2]1[CH:3]=[C:4]([C:9]23[C:10](=[O:24])[N:11]([CH2:15][C:16]4[CH:17]=[CH:18][C:19]([O:22][CH3:23])=[CH:20][CH:21]=4)[C:12](=[O:14])[CH:13]2[C:29]([C:28]([O:27][CH2:25][CH3:26])=[O:32])=[N:30][NH:31]3)[CH:5]=[CH:6][C:7]=1[Cl:8], predict the reactants needed to synthesize it. The reactants are: [Cl:1][C:2]1[CH:3]=[C:4]([C:9]2[C:10](=[O:24])[N:11]([CH2:15][C:16]3[CH:21]=[CH:20][C:19]([O:22][CH3:23])=[CH:18][CH:17]=3)[C:12](=[O:14])[CH:13]=2)[CH:5]=[CH:6][C:7]=1[Cl:8].[CH2:25]([O:27][C:28](=[O:32])[CH:29]=[N+:30]=[N-:31])[CH3:26]. (3) Given the product [F:15][C:12]1[CH:11]=[CH:10][C:9]([CH:6]2[N:5]([S:16]([C:19]3[CH:20]=[CH:21][C:22]([CH3:25])=[CH:23][CH:24]=3)(=[O:17])=[O:18])[CH:4]([CH2:3][CH2:2][N:29]3[N:30]=[N:31][C:27]([CH3:26])=[N:28]3)[CH2:8][CH2:7]2)=[CH:14][CH:13]=1, predict the reactants needed to synthesize it. The reactants are: Cl[CH2:2][CH2:3][CH:4]1[CH2:8][CH2:7][CH:6]([C:9]2[CH:14]=[CH:13][C:12]([F:15])=[CH:11][CH:10]=2)[N:5]1[S:16]([C:19]1[CH:24]=[CH:23][C:22]([CH3:25])=[CH:21][CH:20]=1)(=[O:18])=[O:17].[CH3:26][C:27]1[NH:31][N:30]=[N:29][N:28]=1.